This data is from Reaction yield outcomes from USPTO patents with 853,638 reactions. The task is: Predict the reaction yield, written as a fraction of the theoretical maximum amount of product (1.0 means a 100% yield; for example, 0.34 means a 34% yield). (1) The product is [CH3:38][C:2]1([CH3:1])[CH2:6][C:5]2[CH:7]=[CH:8][CH:9]=[C:10]([NH:11][C:12]3[N:17]4[N:18]=[CH:19][C:20]([C:21]([NH:44][S:41]([CH2:39][CH3:40])(=[O:43])=[O:42])=[O:22])=[C:16]4[N:15]=[CH:14][C:13]=3[C:24]([N:26]3[CH2:31][CH2:30][CH:29]([C:32]4[CH:37]=[CH:36][CH:35]=[CH:34][CH:33]=4)[CH2:28][CH2:27]3)=[O:25])[C:4]=2[O:3]1. The yield is 0.440. No catalyst specified. The reactants are [CH3:1][C:2]1([CH3:38])[CH2:6][C:5]2[CH:7]=[CH:8][CH:9]=[C:10]([NH:11][C:12]3[N:17]4[N:18]=[CH:19][C:20]([C:21](O)=[O:22])=[C:16]4[N:15]=[CH:14][C:13]=3[C:24]([N:26]3[CH2:31][CH2:30][CH:29]([C:32]4[CH:37]=[CH:36][CH:35]=[CH:34][CH:33]=4)[CH2:28][CH2:27]3)=[O:25])[C:4]=2[O:3]1.[CH2:39]([S:41]([NH2:44])(=[O:43])=[O:42])[CH3:40]. (2) The reactants are [CH3:1]C1(C)CCCC(C)(C)N1.C([Li])CCC.[F:16][C:17]1[CH:18]=[N:19][CH:20]=[C:21]([Sn:23]([CH2:32][CH2:33][CH2:34][CH3:35])([CH2:28][CH2:29][CH2:30][CH3:31])[CH2:24][CH2:25][CH2:26][CH3:27])[CH:22]=1.CI. The catalyst is CCCCCC.O1CCCC1. The product is [F:16][C:17]1[C:18]([CH3:1])=[N:19][CH:20]=[C:21]([Sn:23]([CH2:28][CH2:29][CH2:30][CH3:31])([CH2:32][CH2:33][CH2:34][CH3:35])[CH2:24][CH2:25][CH2:26][CH3:27])[CH:22]=1. The yield is 0.370. (3) The reactants are [CH:1]([C:3]1[CH:19]=[CH:18][C:6]([O:7][C:8]([CH3:17])([CH3:16])[C:9]([O:11][C:12]([CH3:15])([CH3:14])[CH3:13])=[O:10])=[CH:5][CH:4]=1)=O.[NH2:20][CH:21]([CH2:25][CH3:26])[C:22]([O-:24])=[O:23].[CH2:27](N(CC)CC)C.C(O[BH-](OC(=O)C)OC(=O)C)(=O)C.[Na+]. The catalyst is ClC(Cl)C. The product is [C:12]([O:11][C:9](=[O:10])[C:8]([CH3:17])([CH3:16])[O:7][C:6]1[CH:18]=[CH:19][C:3]([CH2:1][NH:20][CH:21]([CH2:25][CH3:26])[C:22]([O:24][CH3:27])=[O:23])=[CH:4][CH:5]=1)([CH3:15])([CH3:14])[CH3:13]. The yield is 0.890. (4) The reactants are [OH:1][CH:2]([C:6]1[CH:14]=[CH:13][C:9]([C:10]([OH:12])=O)=[CH:8][CH:7]=1)[CH2:3][CH2:4][CH3:5].Cl.[NH2:16][CH2:17][CH2:18][C:19]([O:21][CH2:22][CH3:23])=[O:20].F[P-](F)(F)(F)(F)F.N1(OC(N(C)C)=[N+](C)C)C2N=CC=CC=2N=N1.C(N(C(C)C)CC)(C)C. The catalyst is CN(C)C=O. The product is [OH:1][CH:2]([C:6]1[CH:7]=[CH:8][C:9]([C:10]([NH:16][CH2:17][CH2:18][C:19]([O:21][CH2:22][CH3:23])=[O:20])=[O:12])=[CH:13][CH:14]=1)[CH2:3][CH2:4][CH3:5]. The yield is 0.930. (5) The reactants are Br[C:2]1[CH:3]=[CH:4][C:5]2[N:6]([CH:8]=[CH:9][N:10]=2)[CH:7]=1.[F:11][C:12]1[CH:17]=[CH:16][C:15]([C:18]2[O:19][C:20]3[CH:30]=[C:29]([N:31]([CH3:36])[S:32]([CH3:35])(=[O:34])=[O:33])[C:28](B4OC(C)(C)C(C)(C)O4)=[CH:27][C:21]=3[C:22]=2[C:23]([NH:25][CH3:26])=[O:24])=[CH:14][CH:13]=1.[O-]P([O-])([O-])=O.[K+].[K+].[K+]. The catalyst is O1CCOCC1.O. The product is [F:11][C:12]1[CH:17]=[CH:16][C:15]([C:18]2[O:19][C:20]3[CH:30]=[C:29]([N:31]([CH3:36])[S:32]([CH3:35])(=[O:33])=[O:34])[C:28]([C:2]4[CH:3]=[CH:4][C:5]5[N:6]([CH:8]=[CH:9][N:10]=5)[CH:7]=4)=[CH:27][C:21]=3[C:22]=2[C:23]([NH:25][CH3:26])=[O:24])=[CH:14][CH:13]=1. The yield is 0.750.